From a dataset of Forward reaction prediction with 1.9M reactions from USPTO patents (1976-2016). Predict the product of the given reaction. (1) Given the reactants [CH3:1][O:2][C:3]1[CH:9]=[CH:8][C:6]([NH2:7])=[CH:5][CH:4]=1.Cl[C:11]1[CH2:12][C:13](C)(C)[CH2:14][C:15]2[C:16]=1SC[C@@H:19]([C:21]([O:23][CH2:24][CH3:25])=[O:22])[N:20]=2, predict the reaction product. The product is: [CH3:1][O:2][C:3]1[CH:9]=[CH:8][C:6](/[N:7]=[C:13]2/[CH:14]=[C:15]([NH:20][CH2:19][C:21]([O:23][CH2:24][CH3:25])=[O:22])[CH2:16][CH2:11][CH2:12]/2)=[CH:5][CH:4]=1. (2) Given the reactants [CH3:1][C:2]([S:25]([CH3:28])(=[O:27])=[O:26])([CH2:8][CH2:9][C:10]1[CH:15]=[CH:14][C:13]([B:16]2[O:20][C:19]([CH3:22])([CH3:21])[C:18]([CH3:24])([CH3:23])[O:17]2)=[CH:12][CH:11]=1)[C:3]([O:5]CC)=[O:4].[OH-].[Li+].BrC1C=CC(CCC(C)(S(C)(=O)=O)C(O)=O)=CC=1, predict the reaction product. The product is: [CH3:1][C:2]([S:25]([CH3:28])(=[O:26])=[O:27])([CH2:8][CH2:9][C:10]1[CH:11]=[CH:12][C:13]([B:16]2[O:20][C:19]([CH3:21])([CH3:22])[C:18]([CH3:23])([CH3:24])[O:17]2)=[CH:14][CH:15]=1)[C:3]([OH:5])=[O:4]. (3) Given the reactants [CH2:1]([CH:6]([CH2:10][CH2:11][CH2:12][CH:13]=[CH2:14])[C:7]([OH:9])=[O:8])[CH2:2][CH2:3][CH:4]=[CH2:5].[CH:15]([O:17][CH2:18][CH3:19])=[CH2:16], predict the reaction product. The product is: [CH2:15]([O:17][CH:18]([O:8][C:7](=[O:9])[CH:6]([CH2:10][CH2:11][CH2:12][CH:13]=[CH2:14])[CH2:1][CH2:2][CH2:3][CH:4]=[CH2:5])[CH3:19])[CH3:16]. (4) Given the reactants [F:1][CH:2]([F:39])[C:3]1[N:7]([C:8]2[N:13]=[C:12]([N:14]3[CH2:19][CH2:18][O:17][CH2:16][CH2:15]3)[N:11]=[C:10]([C:20]3[CH2:21][CH2:22][CH2:23][N:24]([C:26]([O:28][C:29]([CH3:32])([CH3:31])[CH3:30])=[O:27])[CH:25]=3)[N:9]=2)[C:6]2[CH:33]=[CH:34][CH:35]=[C:36]([O:37][CH3:38])[C:5]=2[N:4]=1, predict the reaction product. The product is: [F:39][CH:2]([F:1])[C:3]1[N:7]([C:8]2[N:13]=[C:12]([N:14]3[CH2:19][CH2:18][O:17][CH2:16][CH2:15]3)[N:11]=[C:10]([CH:20]3[CH2:21][CH2:22][CH2:23][N:24]([C:26]([O:28][C:29]([CH3:31])([CH3:32])[CH3:30])=[O:27])[CH2:25]3)[N:9]=2)[C:6]2[CH:33]=[CH:34][CH:35]=[C:36]([O:37][CH3:38])[C:5]=2[N:4]=1.